Predict which catalyst facilitates the given reaction. From a dataset of Catalyst prediction with 721,799 reactions and 888 catalyst types from USPTO. (1) Reactant: [C:1]1([C:7]2[N:11]([S:12]([C:15]3[CH:20]=[CH:19][C:18]([O:21][C:22]([F:25])([F:24])[F:23])=[CH:17][CH:16]=3)(=[O:14])=[O:13])[CH:10]=[C:9]([CH:26]=O)[CH:8]=2)[CH:6]=[CH:5][CH:4]=[CH:3][CH:2]=1.[Cl-:28].C[NH3+].[C:31]([BH3-])#[N:32].[Na+]. Product: [ClH:28].[CH3:31][NH:32][CH2:26][C:9]1[CH:8]=[C:7]([C:1]2[CH:6]=[CH:5][CH:4]=[CH:3][CH:2]=2)[N:11]([S:12]([C:15]2[CH:16]=[CH:17][C:18]([O:21][C:22]([F:23])([F:25])[F:24])=[CH:19][CH:20]=2)(=[O:14])=[O:13])[CH:10]=1. The catalyst class is: 5. (2) Reactant: [Br:1][CH2:2][CH2:3][CH2:4][CH2:5][C:6]1[CH:11]=[CH:10][C:9]([CH2:12][CH2:13][CH2:14][CH3:15])=[CH:8][CH:7]=1.[N:16]1[CH:21]=[CH:20][C:19]([CH3:22])=[CH:18][C:17]=1[CH3:23]. Product: [Br-:1].[CH2:12]([C:9]1[CH:10]=[CH:11][C:6]([CH2:5][CH2:4][CH2:3][CH2:2][N+:16]2[CH:21]=[CH:20][C:19]([CH3:22])=[CH:18][C:17]=2[CH3:23])=[CH:7][CH:8]=1)[CH2:13][CH2:14][CH3:15]. The catalyst class is: 10. (3) Product: [Cl:1][C:2]1[CH:7]=[CH:6][C:5]([C:8]2[CH:17]=[C:16]([C@@H:18]([C@H:34]3[CH2:33][CH2:4][CH2:5][CH2:8][NH:9]3)[OH:19])[C:15]3[C:10](=[CH:11][CH:12]=[CH:13][CH:14]=3)[N:9]=2)=[CH:4][CH:3]=1. The catalyst class is: 449. Reactant: [Cl:1][C:2]1[CH:7]=[CH:6][C:5]([C:8]2[CH:17]=[C:16]([C@H:18](OC(N3CCCCC3)=O)[OH:19])[C:15]3[C:10](=[CH:11][CH:12]=[CH:13][CH:14]=3)[N:9]=2)=[CH:4][CH:3]=1.Cl.CCO[CH2:33][CH3:34]. (4) Reactant: C1(C)C=CC(S([O-])(=O)=O)=CC=1.[NH+]1C=CC=CC=1.[C:18]([C:22]1[CH:23]=[C:24]([NH:43][C:44]([NH:46][C@@H:47]2[C:56]3[C:51](=[CH:52][CH:53]=[CH:54][CH:55]=3)[C@H:50]([O:57][C:58]3[CH:59]=[CH:60][C:61]4[N:62]([C:64]([N:67]5[CH2:72][CH2:71][CH2:70][CH2:69][CH2:68]5)=[N:65][N:66]=4)[CH:63]=3)[CH2:49][CH2:48]2)=[O:45])[N:25]([C:27]2[CH:32]=[CH:31][CH:30]=[C:29]([O:33][CH2:34][CH2:35][O:36]C3CCCCO3)[CH:28]=2)[N:26]=1)([CH3:21])([CH3:20])[CH3:19]. Product: [C:18]([C:22]1[CH:23]=[C:24]([NH:43][C:44]([NH:46][C@@H:47]2[C:56]3[C:51](=[CH:52][CH:53]=[CH:54][CH:55]=3)[C@H:50]([O:57][C:58]3[CH:59]=[CH:60][C:61]4[N:62]([C:64]([N:67]5[CH2:72][CH2:71][CH2:70][CH2:69][CH2:68]5)=[N:65][N:66]=4)[CH:63]=3)[CH2:49][CH2:48]2)=[O:45])[N:25]([C:27]2[CH:32]=[CH:31][CH:30]=[C:29]([O:33][CH2:34][CH2:35][OH:36])[CH:28]=2)[N:26]=1)([CH3:21])([CH3:19])[CH3:20]. The catalyst class is: 24. (5) Reactant: N[C:2]1[CH:3]=[C:4]([CH:8]=[C:9]([N+:11]([O-:13])=[O:12])[CH:10]=1)[C:5]([OH:7])=[O:6].[BrH:14].N([O-])=O.[Na+].[Br-]. Product: [Br:14][C:2]1[CH:3]=[C:4]([CH:8]=[C:9]([N+:11]([O-:13])=[O:12])[CH:10]=1)[C:5]([OH:7])=[O:6]. The catalyst class is: 581. (6) Product: [F:23][C:24]1[CH:29]=[CH:28][C:27]([C:2]2[CH:7]=[CH:6][CH:5]=[C:4]([C@H:8]([NH:10][C:11]([C:13]3[CH:18]=[CH:17][N:16]([CH3:19])[C:15](=[O:20])[C:14]=3[O:21][CH3:22])=[O:12])[CH3:9])[CH:3]=2)=[CH:26][CH:25]=1. Reactant: Br[C:2]1[CH:3]=[C:4]([C@H:8]([NH:10][C:11]([C:13]2[CH:18]=[CH:17][N:16]([CH3:19])[C:15](=[O:20])[C:14]=2[O:21][CH3:22])=[O:12])[CH3:9])[CH:5]=[CH:6][CH:7]=1.[F:23][C:24]1[CH:29]=[CH:28][C:27](B(O)O)=[CH:26][CH:25]=1.C(=O)([O-])[O-].[Na+].[Na+]. The catalyst class is: 104. (7) Reactant: [I:1][C:2]1[CH:7]=[C:6]([O:8]C)[CH:5]=[C:4]([O:10]C)[CH:3]=1.ClCCl.B(Br)(Br)Br.Cl. Product: [I:1][C:2]1[CH:3]=[C:4]([OH:10])[CH:5]=[C:6]([OH:8])[CH:7]=1. The catalyst class is: 5.